Dataset: HIV replication inhibition screening data with 41,000+ compounds from the AIDS Antiviral Screen. Task: Binary Classification. Given a drug SMILES string, predict its activity (active/inactive) in a high-throughput screening assay against a specified biological target. (1) The result is 0 (inactive). The molecule is c1ccc(SCCP(CCP(c2ccccc2)c2ccccc2)c2ccccc2)cc1. (2) The molecule is Cc1c(C(=O)O)n2c(C)nnc2c2ccccc12. The result is 0 (inactive).